Dataset: HIV replication inhibition screening data with 41,000+ compounds from the AIDS Antiviral Screen. Task: Binary Classification. Given a drug SMILES string, predict its activity (active/inactive) in a high-throughput screening assay against a specified biological target. (1) The compound is NC(=O)c1nc[nH]c1N=NSCC(N)C(=O)O. The result is 0 (inactive). (2) The compound is O=C1NC2CCCCC2C(=O)N1OS(=O)(=O)c1ccccc1. The result is 0 (inactive). (3) The drug is Cc1cc(O)nc(NNC(C#N)c2cccc([N+](=O)[O-])c2)n1. The result is 0 (inactive). (4) The compound is COc1ccc(C2c3cc4c(cc3C(O)C3CCC(=O)N23)OCO4)cc1. The result is 0 (inactive).